Dataset: HIV replication inhibition screening data with 41,000+ compounds from the AIDS Antiviral Screen. Task: Binary Classification. Given a drug SMILES string, predict its activity (active/inactive) in a high-throughput screening assay against a specified biological target. The drug is OCC1OC(n2cnc3cncnc32)C(O)C1O. The result is 0 (inactive).